Regression. Given two drug SMILES strings and cell line genomic features, predict the synergy score measuring deviation from expected non-interaction effect. From a dataset of NCI-60 drug combinations with 297,098 pairs across 59 cell lines. (1) Drug 1: CC1C(C(CC(O1)OC2CC(CC3=C2C(=C4C(=C3O)C(=O)C5=C(C4=O)C(=CC=C5)OC)O)(C(=O)C)O)N)O.Cl. Drug 2: C1=NC2=C(N=C(N=C2N1C3C(C(C(O3)CO)O)O)F)N. Cell line: SK-MEL-2. Synergy scores: CSS=4.40, Synergy_ZIP=-4.82, Synergy_Bliss=-3.61, Synergy_Loewe=-10.3, Synergy_HSA=-3.81. (2) Cell line: OVCAR-5. Drug 2: C(CN)CNCCSP(=O)(O)O. Drug 1: CCCCC(=O)OCC(=O)C1(CC(C2=C(C1)C(=C3C(=C2O)C(=O)C4=C(C3=O)C=CC=C4OC)O)OC5CC(C(C(O5)C)O)NC(=O)C(F)(F)F)O. Synergy scores: CSS=34.5, Synergy_ZIP=0.664, Synergy_Bliss=1.14, Synergy_Loewe=-33.0, Synergy_HSA=1.46. (3) Drug 1: C1=CC(=CC=C1CC(C(=O)O)N)N(CCCl)CCCl.Cl. Drug 2: COC1=C2C(=CC3=C1OC=C3)C=CC(=O)O2. Cell line: CCRF-CEM. Synergy scores: CSS=34.2, Synergy_ZIP=4.31, Synergy_Bliss=8.74, Synergy_Loewe=-20.9, Synergy_HSA=6.40. (4) Drug 1: C1CN1P(=S)(N2CC2)N3CC3. Drug 2: CCC1(C2=C(COC1=O)C(=O)N3CC4=CC5=C(C=CC(=C5CN(C)C)O)N=C4C3=C2)O.Cl. Cell line: MOLT-4. Synergy scores: CSS=96.8, Synergy_ZIP=2.78, Synergy_Bliss=2.72, Synergy_Loewe=1.72, Synergy_HSA=4.06. (5) Drug 1: CC1=C(C=C(C=C1)C(=O)NC2=CC(=CC(=C2)C(F)(F)F)N3C=C(N=C3)C)NC4=NC=CC(=N4)C5=CN=CC=C5. Drug 2: COC1=NC(=NC2=C1N=CN2C3C(C(C(O3)CO)O)O)N. Cell line: SK-OV-3. Synergy scores: CSS=-11.3, Synergy_ZIP=8.72, Synergy_Bliss=3.93, Synergy_Loewe=-9.94, Synergy_HSA=-9.26. (6) Synergy scores: CSS=6.67, Synergy_ZIP=2.21, Synergy_Bliss=5.28, Synergy_Loewe=1.70, Synergy_HSA=4.23. Cell line: HT29. Drug 1: C1C(C(OC1N2C=NC(=NC2=O)N)CO)O. Drug 2: CC12CCC3C(C1CCC2OP(=O)(O)O)CCC4=C3C=CC(=C4)OC(=O)N(CCCl)CCCl.[Na+]. (7) Drug 1: C1C(C(OC1N2C=NC3=C(N=C(N=C32)Cl)N)CO)O. Drug 2: C(=O)(N)NO. Cell line: A549. Synergy scores: CSS=24.7, Synergy_ZIP=-0.808, Synergy_Bliss=-5.64, Synergy_Loewe=-37.0, Synergy_HSA=-8.31. (8) Drug 1: C1CN1C2=NC(=NC(=N2)N3CC3)N4CC4. Drug 2: C1CCC(CC1)NC(=O)N(CCCl)N=O. Cell line: SF-268. Synergy scores: CSS=25.5, Synergy_ZIP=-9.01, Synergy_Bliss=-1.22, Synergy_Loewe=-1.78, Synergy_HSA=0.231. (9) Synergy scores: CSS=21.2, Synergy_ZIP=5.32, Synergy_Bliss=1.70, Synergy_Loewe=-33.2, Synergy_HSA=-0.312. Drug 2: CC(C)CN1C=NC2=C1C3=CC=CC=C3N=C2N. Drug 1: CC=C1C(=O)NC(C(=O)OC2CC(=O)NC(C(=O)NC(CSSCCC=C2)C(=O)N1)C(C)C)C(C)C. Cell line: HOP-62.